Dataset: Full USPTO retrosynthesis dataset with 1.9M reactions from patents (1976-2016). Task: Predict the reactants needed to synthesize the given product. (1) Given the product [CH3:30][C:27]1[CH:28]=[CH:29][N:16]2[C:17]=1[C:18](=[O:26])[N:19]([C:20]1[CH:21]=[CH:22][CH:23]=[CH:24][CH:25]=1)[C:14]([C@@H:12]([NH:11][C:9]1[C:10]3[C:2]([C:43]4[CH:42]=[N:41][N:40]([CH3:39])[CH:44]=4)=[CH:3][N:4]([CH2:31][O:32][CH2:33][CH2:34][Si:35]([CH3:37])([CH3:36])[CH3:38])[C:5]=3[N:6]=[CH:7][N:8]=1)[CH3:13])=[N:15]2, predict the reactants needed to synthesize it. The reactants are: Br[C:2]1[C:10]2[C:9]([NH:11][C@H:12]([C:14]3[N:19]([C:20]4[CH:25]=[CH:24][CH:23]=[CH:22][CH:21]=4)[C:18](=[O:26])[C:17]4=[C:27]([CH3:30])[CH:28]=[CH:29][N:16]4[N:15]=3)[CH3:13])=[N:8][CH:7]=[N:6][C:5]=2[N:4]([CH2:31][O:32][CH2:33][CH2:34][Si:35]([CH3:38])([CH3:37])[CH3:36])[CH:3]=1.[CH3:39][N:40]1[CH:44]=[C:43](B2OC(C)(C)C(C)(C)O2)[CH:42]=[N:41]1.C(=O)([O-])[O-].[Na+].[Na+]. (2) Given the product [N:30]1[CH:31]=[CH:32][C:27]([S:26][CH2:11][CH:12]2[CH2:16][S:15][C:14]([NH:17][C:18](=[O:24])[O:19][C:20]([CH3:21])([CH3:22])[CH3:23])=[N:13]2)=[CH:28][CH:29]=1, predict the reactants needed to synthesize it. The reactants are: C1(C)C=CC(S(O[CH2:11][CH:12]2[CH2:16][S:15][C:14]([NH:17][C:18](=[O:24])[O:19][C:20]([CH3:23])([CH3:22])[CH3:21])=[N:13]2)(=O)=O)=CC=1.[SH:26][C:27]1[CH:32]=[CH:31][N:30]=[CH:29][CH:28]=1.C(=O)([O-])[O-].[K+].[K+]. (3) Given the product [CH3:13][O:12][C:8]1[CH:7]=[CH:6][CH:5]=[C:4]2[C:9]=1[CH:10]=[CH:11][C:2]([NH:1][NH2:14])=[CH:3]2, predict the reactants needed to synthesize it. The reactants are: [NH2:1][C:2]1[CH:11]=[CH:10][C:9]2[C:4](=[CH:5][CH:6]=[CH:7][C:8]=2[O:12][CH3:13])[CH:3]=1.[N:14]([O-])=O.[Na+].Cl[Sn]Cl. (4) The reactants are: Br[C:2]1[CH:7]=[C:6]([C:8]2[N:12]3[CH:13]=[CH:14][CH:15]=[C:16]([CH3:17])[C:11]3=[N:10][C:9]=2[C:18]2[CH:23]=[CH:22][CH:21]=[C:20]([CH3:24])[N:19]=2)[CH:5]=[CH:4][N:3]=1.[CH3:25][S:26]([C:29]1[CH:34]=[CH:33][C:32](B(O)O)=[CH:31][CH:30]=1)(=[O:28])=[O:27]. Given the product [CH3:17][C:16]1[C:11]2[N:12]([C:8]([C:6]3[CH:5]=[CH:4][N:3]=[C:2]([C:32]4[CH:33]=[CH:34][C:29]([S:26]([CH3:25])(=[O:28])=[O:27])=[CH:30][CH:31]=4)[CH:7]=3)=[C:9]([C:18]3[CH:23]=[CH:22][CH:21]=[C:20]([CH3:24])[N:19]=3)[N:10]=2)[CH:13]=[CH:14][CH:15]=1, predict the reactants needed to synthesize it.